Dataset: Reaction yield outcomes from USPTO patents with 853,638 reactions. Task: Predict the reaction yield, written as a fraction of the theoretical maximum amount of product (1.0 means a 100% yield; for example, 0.34 means a 34% yield). (1) The reactants are [F:1][C:2]1([F:23])[CH2:5][N:4]([C:6]2[C:15]3[C:10](=[CH:11][CH:12]=[C:13]([C:16]([OH:18])=O)[CH:14]=3)[N:9]=[C:8]([C:19]([F:22])([F:21])[F:20])[CH:7]=2)[CH2:3]1.F[P-](F)(F)(F)(F)F.C[N+](C)=C(N(C)C)ON1C2N=CC=CC=2N=N1.C(N(CC)C(C)C)(C)C.Cl.[NH2:58][C@@H:59]([C:61]1[C:66]([F:67])=[CH:65][C:64]([NH:68][S:69]([CH3:72])(=[O:71])=[O:70])=[C:63]([CH3:73])[CH:62]=1)[CH3:60].C([O-])(O)=O.[Na+]. The catalyst is CN(C)C1C=CN=CC=1.CN(C)C=O. The product is [F:67][C:66]1[CH:65]=[C:64]([NH:68][S:69]([CH3:72])(=[O:71])=[O:70])[C:63]([CH3:73])=[CH:62][C:61]=1[C@H:59]([NH:58][C:16]([C:13]1[CH:14]=[C:15]2[C:10](=[CH:11][CH:12]=1)[N:9]=[C:8]([C:19]([F:20])([F:21])[F:22])[CH:7]=[C:6]2[N:4]1[CH2:5][C:2]([F:23])([F:1])[CH2:3]1)=[O:18])[CH3:60]. The yield is 0.440. (2) The reactants are [O:1]1[CH:5]=[CH:4][CH:3]=[C:2]1[CH:6]([NH:8][C:9](=[O:22])[C:10]1[CH:15]=[C:14]([N:16]2[CH:20]=[N:19][N:18]=[N:17]2)[CH:13]=[C:12](I)[CH:11]=1)[CH3:7].[F:23][C:24]1[CH:29]=[C:28]([CH3:30])[CH:27]=[CH:26][C:25]=1B(O)O.C([O-])([O-])=O.[Cs+].[Cs+]. The catalyst is C1(C)C=CC=CC=1.C1COCC1.C1C=CC([P]([Pd]([P](C2C=CC=CC=2)(C2C=CC=CC=2)C2C=CC=CC=2)([P](C2C=CC=CC=2)(C2C=CC=CC=2)C2C=CC=CC=2)[P](C2C=CC=CC=2)(C2C=CC=CC=2)C2C=CC=CC=2)(C2C=CC=CC=2)C2C=CC=CC=2)=CC=1. The product is [O:1]1[CH:5]=[CH:4][CH:3]=[C:2]1[CH:6]([NH:8][C:9]([C:10]1[CH:11]=[C:12]([C:25]2[CH:26]=[CH:27][C:28]([CH3:30])=[CH:29][C:24]=2[F:23])[CH:13]=[C:14]([N:16]2[CH:20]=[N:19][N:18]=[N:17]2)[CH:15]=1)=[O:22])[CH3:7]. The yield is 0.980.